Dataset: Forward reaction prediction with 1.9M reactions from USPTO patents (1976-2016). Task: Predict the product of the given reaction. (1) Given the reactants C(OC(=O)[C:5]([CH2:24][CH2:25][CH2:26][CH3:27])([C:11]1[C:20]2[C:15](=[CH:16][CH:17]=[C:18]([I:21])[CH:19]=2)[N:14]=[CH:13][C:12]=1[C:22]#[N:23])C(OCC)=O)C.[Cl-].[Li+].O, predict the reaction product. The product is: [I:21][C:18]1[CH:19]=[C:20]2[C:15](=[CH:16][CH:17]=1)[N:14]=[CH:13][C:12]([C:22]#[N:23])=[C:11]2[CH2:5][CH2:24][CH2:25][CH2:26][CH3:27]. (2) Given the reactants [O:1]=[S:2]1(=[O:21])[NH:6][CH2:5][C:4](=[O:7])[N:3]1[CH2:8][CH2:9][NH:10]C(=O)OCC1C=CC=CC=1.[ClH:22].O1CCOCC1, predict the reaction product. The product is: [ClH:22].[NH2:10][CH2:9][CH2:8][N:3]1[C:4](=[O:7])[CH2:5][NH:6][S:2]1(=[O:1])=[O:21]. (3) Given the reactants C(N(CC)CC)C.[NH:8]1[C:16]2[C:11](=[C:12]([CH:17]=[CH:18][C:19]([OH:21])=O)[CH:13]=[CH:14][CH:15]=2)[CH:10]=[CH:9]1.ClC(OCC)=O.[N-:28]=[N+:29]=[N-:30].[Na+], predict the reaction product. The product is: [NH:8]1[C:16]2[C:11](=[C:12]([CH:17]=[CH:18][C:19]([N:28]=[N+:29]=[N-:30])=[O:21])[CH:13]=[CH:14][CH:15]=2)[CH:10]=[CH:9]1. (4) The product is: [Cl:18][C:15]1[CH:16]=[CH:17][C:12]([CH2:11][CH2:10][NH:9][C:4]2[CH:3]=[C:2]([C:25]3[CH:24]=[CH:23][CH:22]=[C:21]([C:20]([F:31])([F:30])[F:19])[CH:26]=3)[N:7]=[C:6]([NH2:8])[N:5]=2)=[CH:13][CH:14]=1. Given the reactants Cl[C:2]1[N:7]=[C:6]([NH2:8])[N:5]=[C:4]([NH:9][CH2:10][CH2:11][C:12]2[CH:17]=[CH:16][C:15]([Cl:18])=[CH:14][CH:13]=2)[CH:3]=1.[F:19][C:20]([F:31])([F:30])[C:21]1[CH:22]=[C:23](B(O)O)[CH:24]=[CH:25][CH:26]=1.C(=O)([O-])[O-].[K+].[K+], predict the reaction product. (5) Given the reactants [CH2:1]([N:8]1[CH2:14][C:13]2[N:15]=[CH:16][C:17]([NH2:19])=[N:18][C:12]=2[O:11][CH2:10][CH2:9]1)[C:2]1[CH:7]=[CH:6][CH:5]=[CH:4][CH:3]=1.[CH3:20][C:21](=O)[CH2:22][CH2:23][C:24](=O)[CH3:25].C(O)(=O)C.C1(C)C=CC=CC=1, predict the reaction product. The product is: [CH2:1]([N:8]1[CH2:14][C:13]2[N:15]=[CH:16][C:17]([N:19]3[C:24]([CH3:25])=[CH:23][CH:22]=[C:21]3[CH3:20])=[N:18][C:12]=2[O:11][CH2:10][CH2:9]1)[C:2]1[CH:3]=[CH:4][CH:5]=[CH:6][CH:7]=1.